This data is from Reaction yield outcomes from USPTO patents with 853,638 reactions. The task is: Predict the reaction yield, written as a fraction of the theoretical maximum amount of product (1.0 means a 100% yield; for example, 0.34 means a 34% yield). (1) The reactants are C[O:2][C:3](=[O:40])[CH2:4][CH2:5][CH2:6][C:7]#[C:8][C:9]1[CH:14]=[CH:13][C:12]([C:15]([CH2:37][CH3:38])([C:18]2[CH:23]=[CH:22][C:21]([C:24]#[C:25][C:26]([OH:35])([C:31]([F:34])([F:33])[F:32])[C:27]([F:30])([F:29])[F:28])=[C:20]([CH3:36])[CH:19]=2)[CH2:16][CH3:17])=[CH:11][C:10]=1[CH3:39]. The catalyst is CO.[OH-].[Na+]. The product is [CH2:16]([C:15]([C:12]1[CH:13]=[CH:14][C:9]([C:8]#[C:7][CH2:6][CH2:5][CH2:4][C:3]([OH:40])=[O:2])=[C:10]([CH3:39])[CH:11]=1)([C:18]1[CH:23]=[CH:22][C:21]([C:24]#[C:25][C:26]([OH:35])([C:31]([F:32])([F:33])[F:34])[C:27]([F:30])([F:28])[F:29])=[C:20]([CH3:36])[CH:19]=1)[CH2:37][CH3:38])[CH3:17]. The yield is 0.390. (2) The reactants are [Cl:1][C:2]1[C:7]([NH:8]C(=O)C)=[C:6]([O:12][CH3:13])[C:5]([O:14][CH3:15])=[CH:4][CH:3]=1.[OH-].[Na+]. The catalyst is Cl. The product is [Cl:1][C:2]1[C:7]([NH2:8])=[C:6]([O:12][CH3:13])[C:5]([O:14][CH3:15])=[CH:4][CH:3]=1. The yield is 1.00. (3) The reactants are [F:1][C:2]1[CH:3]=[C:4]([C:8]2([CH2:26][CH2:27][N:28]3[C@H:33]4[CH2:34][CH2:35][C@@H:29]3[CH2:30][CH:31]([N:36]3[C:40]5[CH:41]=[CH:42][CH:43]=[CH:44][C:39]=5[N:38]=[C:37]3[CH3:45])[CH2:32]4)[CH2:13][CH2:12][N:11]([CH:14]([CH3:25])[C:15]([O:17]CC3C=CC=CC=3)=[O:16])[CH2:10][CH2:9]2)[CH:5]=[CH:6][CH:7]=1.[H][H]. The product is [F:1][C:2]1[CH:3]=[C:4]([C:8]2([CH2:26][CH2:27][N:28]3[C@H:33]4[CH2:34][CH2:35][C@@H:29]3[CH2:30][CH:31]([N:36]3[C:40]5[CH:41]=[CH:42][CH:43]=[CH:44][C:39]=5[N:38]=[C:37]3[CH3:45])[CH2:32]4)[CH2:13][CH2:12][N:11]([CH:14]([CH3:25])[C:15]([OH:17])=[O:16])[CH2:10][CH2:9]2)[CH:5]=[CH:6][CH:7]=1. The yield is 0.780. The catalyst is CO.[Pd]. (4) No catalyst specified. The reactants are [Br:1][C:2]1[CH:3]=[C:4]([S:8](Cl)(=[O:10])=[O:9])[CH:5]=[CH:6][CH:7]=1.[CH2:12]([CH2:14][NH2:15])[OH:13]. The product is [Br:1][C:2]1[CH:3]=[C:4]([S:8]([NH:15][CH2:14][CH2:12][OH:13])(=[O:10])=[O:9])[CH:5]=[CH:6][CH:7]=1. The yield is 0.990. (5) The reactants are [OH:1][C:2]1[CH:10]=[C:9]2[C:5]([CH2:6][CH2:7][C:8]2=[O:11])=[CH:4][C:3]=1[O:12][CH3:13].C(=O)([O-])[O-].[K+].[K+].Br[CH2:21][CH2:22][CH2:23][C:24]([O:26][CH2:27][CH3:28])=[O:25]. The catalyst is CC(C)=O. The product is [CH3:13][O:12][C:3]1[CH:4]=[C:5]2[C:9]([C:8](=[O:11])[CH2:7][CH2:6]2)=[CH:10][C:2]=1[O:1][CH2:21][CH2:22][CH2:23][C:24]([O:26][CH2:27][CH3:28])=[O:25]. The yield is 0.300. (6) The reactants are [NH2:1][C:2]1[N:3]=[CH:4][C:5]2[CH2:11][N:10]([C:12]3[CH:13]=[C:14]([CH:18]=[CH:19][CH:20]=3)[C:15](O)=[O:16])[CH2:9][CH2:8][C:6]=2[N:7]=1.C(N1C=CN=C1)(N1C=CN=C1)=O.[F:33][C:34]1[CH:40]=[CH:39][C:37]([NH2:38])=[CH:36][C:35]=1[C:41]([F:44])([F:43])[F:42].O. The product is [NH2:1][C:2]1[N:3]=[CH:4][C:5]2[CH2:11][N:10]([C:12]3[CH:13]=[C:14]([CH:18]=[CH:19][CH:20]=3)[C:15]([NH:38][C:37]3[CH:39]=[CH:40][C:34]([F:33])=[C:35]([C:41]([F:44])([F:42])[F:43])[CH:36]=3)=[O:16])[CH2:9][CH2:8][C:6]=2[N:7]=1. The yield is 0.0900. The catalyst is CS(C)=O.[Cl-].[Na+].O. (7) The reactants are C([O:3][C:4](=[O:16])[CH2:5][C:6]1[CH:11]=[CH:10][CH:9]=[CH:8][C:7]=1[O:12][CH2:13][O:14][CH3:15])C.[OH-].[Na+]. The catalyst is CO. The product is [CH3:15][O:14][CH2:13][O:12][C:7]1[CH:8]=[CH:9][CH:10]=[CH:11][C:6]=1[CH2:5][C:4]([OH:16])=[O:3]. The yield is 0.770. (8) The reactants are [C:1]1([S:7]([N:10]2[CH:14]=[C:13](Br)[C:12]([C:16]3[CH:17]=[N:18][CH:19]=[CH:20][CH:21]=3)=[N:11]2)(=[O:9])=[O:8])[CH:6]=[CH:5][CH:4]=[CH:3][CH:2]=1.[CH:22](/B(O)O)=[CH:23]\[CH2:24][CH2:25][CH2:26][CH3:27].[O-]P([O-])([O-])=O.[K+].[K+].[K+].COC1C=CC=C(OC)C=1C1C=CC=CC=1P(C1CCCCC1)C1CCCCC1. The catalyst is C(OCC)(=O)C.CC([O-])=O.CC([O-])=O.[Pd+2].C1(C)C=CC=CC=1. The product is [C:1]1([S:7]([N:10]2[CH:14]=[C:13]([CH:22]=[CH:23][CH2:24][CH2:25][CH2:26][CH3:27])[C:12]([C:16]3[CH:17]=[N:18][CH:19]=[CH:20][CH:21]=3)=[N:11]2)(=[O:9])=[O:8])[CH:6]=[CH:5][CH:4]=[CH:3][CH:2]=1. The yield is 0.610. (9) The reactants are [H-].C([Al+]CC(C)C)C(C)C.[NH2:11][C:12]1[C:13]([C:29]2[O:33][C:32]([C:34]3[CH:35]=[C:36]([CH:41]=[CH:42][CH:43]=3)[C:37](OC)=[O:38])=[N:31][N:30]=2)=[N:14][C:15]([C:18]2[CH:23]=[CH:22][C:21]([C:24](=[O:28])[N:25]([CH3:27])[CH3:26])=[CH:20][CH:19]=2)=[CH:16][N:17]=1. The catalyst is ClCCl. The product is [NH2:11][C:12]1[N:17]=[CH:16][C:15]([C:18]2[CH:19]=[CH:20][C:21]([C:24]([N:25]([CH3:27])[CH3:26])=[O:28])=[CH:22][CH:23]=2)=[N:14][C:13]=1[C:29]1[O:33][C:32]([C:34]2[CH:43]=[CH:42][CH:41]=[C:36]([CH2:37][OH:38])[CH:35]=2)=[N:31][N:30]=1. The yield is 0.180. (10) The reactants are [C:1]([C:5]1[CH:10]=[CH:9][C:8]([N:11]2[C@@H:15]([C:16](=O)[CH:17]=[N+]=[N-])[CH2:14][CH2:13][C@@H:12]2C(=O)C=[N+]=[N-])=[CH:7][CH:6]=1)([CH3:4])([CH3:3])[CH3:2].Br.O.[NH2:28][C:29]([NH2:31])=[S:30].CCO[CH2:35][CH3:36]. No catalyst specified. The product is [C:1]([C:5]1[CH:10]=[CH:9][C:8]([N:11]2[C@@H:15]([C:16]3[N:28]=[C:29]([NH2:31])[S:30][CH:17]=3)[CH2:14][CH2:13][C@@H:12]2[C:35]2[N:28]=[C:29]([NH2:31])[S:30][CH:36]=2)=[CH:7][CH:6]=1)([CH3:2])([CH3:4])[CH3:3]. The yield is 0.770.